Task: Predict which catalyst facilitates the given reaction.. Dataset: Catalyst prediction with 721,799 reactions and 888 catalyst types from USPTO (1) Reactant: [CH3:1][O:2][C:3](=[O:12])[CH2:4][C:5]1[CH:10]=[CH:9][CH:8]=[C:7]([F:11])[CH:6]=1.OS(O)(=O)=O.[N+:18]([O-])([OH:20])=[O:19]. Product: [CH3:1][O:2][C:3](=[O:12])[CH2:4][C:5]1[CH:10]=[CH:9][C:8]([N+:18]([O-:20])=[O:19])=[C:7]([F:11])[CH:6]=1. The catalyst class is: 6. (2) Reactant: Br[C:2]1[CH:7]=[C:6]([O:8][CH3:9])[CH:5]=[C:4]([Br:10])[CH:3]=1.[Li]CCCC.CCCCCC.[CH3:22][C:23]([CH3:25])=[O:24]. Product: [Br:10][C:4]1[CH:3]=[C:2]([C:23]([OH:24])([CH3:25])[CH3:22])[CH:7]=[C:6]([O:8][CH3:9])[CH:5]=1. The catalyst class is: 1. (3) Reactant: [CH3:1][N:2]1[CH:6]([C:7]([O:9][C:10]([CH3:13])([CH3:12])[CH3:11])=[O:8])[CH2:5][NH:4][C:3]1=[O:14].Cl[C:16]1[N:21]=[CH:20][C:19]([F:22])=[CH:18][N:17]=1.C(=O)([O-])[O-].[Cs+].[Cs+].CC1(C)C2C(=C(P(C3C=CC=CC=3)C3C=CC=CC=3)C=CC=2)OC2C(P(C3C=CC=CC=3)C3C=CC=CC=3)=CC=CC1=2. Product: [F:22][C:19]1[CH:18]=[N:17][C:16]([N:4]2[CH2:5][CH:6]([C:7]([O:9][C:10]([CH3:11])([CH3:13])[CH3:12])=[O:8])[N:2]([CH3:1])[C:3]2=[O:14])=[N:21][CH:20]=1. The catalyst class is: 333. (4) Reactant: [OH:1][C@H:2]([C:6]([CH3:9])([CH3:8])[CH3:7])[C:3](O)=[O:4].[C:10](Cl)(=[O:12])[CH3:11].S(Cl)(Cl)=O.C(N(CC)CC)C.[C:25]([O:29][C:30]([NH:32][CH2:33][C:34]1[CH:56]=[CH:55][C:54]([Cl:57])=[CH:53][C:35]=1[CH2:36][NH:37][C:38]([C@H:40]1[NH:45][CH2:44][CH2:43][N:42]([C:46]([O:48][C:49]([CH3:52])([CH3:51])[CH3:50])=[O:47])[CH2:41]1)=[O:39])=[O:31])([CH3:28])([CH3:27])[CH3:26]. Product: [C:49]([O:48][C:46]([N:42]1[CH2:43][CH2:44][N:45]([C:3](=[O:4])[C@H:2]([O:1][C:10](=[O:12])[CH3:11])[C:6]([CH3:9])([CH3:8])[CH3:7])[C@H:40]([C:38](=[O:39])[NH:37][CH2:36][C:35]2[CH:53]=[C:54]([Cl:57])[CH:55]=[CH:56][C:34]=2[CH2:33][NH:32][C:30]([O:29][C:25]([CH3:26])([CH3:27])[CH3:28])=[O:31])[CH2:41]1)=[O:47])([CH3:50])([CH3:51])[CH3:52]. The catalyst class is: 1. (5) Reactant: [F:1][C:2]1[C:3](F)=[C:4]([F:13])[C:5]([F:12])=[C:6]([C:10]#[N:11])[C:7]=1[C:8]#[N:9].[F-:15].[K+].[Cl:17][C:18]1[C:23]([OH:24])=[C:22]([Cl:25])[C:21]([Cl:26])=[C:20]([OH:27])[C:19]=1[Cl:28]. Product: [C:8]([C:7]1[C:2]([F:1])=[C:3]([C:4]([F:13])=[C:5]([F:12])[C:6]=1[C:10]#[N:11])[O:24][C:23]1[C:18]([Cl:17])=[C:19]([Cl:28])[C:20]([O:27][C:3]2[C:4]([F:15])=[C:5]([F:12])[C:6]([C:10]#[N:11])=[C:7]([C:8]#[N:9])[C:2]=2[F:1])=[C:21]([Cl:26])[C:22]=1[Cl:25])#[N:9]. The catalyst class is: 10. (6) Reactant: [Br:1][C:2]1[CH:7]=[C:6]([CH3:8])[C:5]([NH:9][NH2:10])=[C:4]([CH3:11])[CH:3]=1.[ClH:12].CO. Product: [ClH:12].[Br:1][C:2]1[CH:3]=[C:4]([CH3:11])[C:5]([NH:9][NH2:10])=[C:6]([CH3:8])[CH:7]=1. The catalyst class is: 13. (7) Reactant: [Br:1][C:2]1[CH:7]=[CH:6][CH:5]=[C:4]([CH3:8])[C:3]=1[CH3:9].CCN(CC[O:17]C1C=CC(CC2C=CC=CC=2)=CC=1)CC.Cl. Product: [Br:1][C:2]1[CH:7]=[C:6]([OH:17])[CH:5]=[C:4]([CH3:8])[C:3]=1[CH3:9]. The catalyst class is: 244.